From a dataset of Reaction yield outcomes from USPTO patents with 853,638 reactions. Predict the reaction yield, written as a fraction of the theoretical maximum amount of product (1.0 means a 100% yield; for example, 0.34 means a 34% yield). (1) The catalyst is CO. The yield is 0.760. The reactants are [CH3:1][O:2][C:3](=[O:27])[C:4]1[CH:9]=[C:8]([C:10]2[N:11]([CH2:15][CH2:16][O:17][CH3:18])[N:12]=[CH:13][CH:14]=2)[C:7]([C:19]([F:22])([F:21])[F:20])=[CH:6][C:5]=1[NH:23]C(=O)C.OS(O)(=O)=O. The product is [CH3:1][O:2][C:3](=[O:27])[C:4]1[CH:9]=[C:8]([C:10]2[N:11]([CH2:15][CH2:16][O:17][CH3:18])[N:12]=[CH:13][CH:14]=2)[C:7]([C:19]([F:22])([F:20])[F:21])=[CH:6][C:5]=1[NH2:23]. (2) The reactants are Br[CH2:2][C:3]([C:5]1[CH:6]=[C:7]2[C:12](=[CH:13][CH:14]=1)[N:11]=[CH:10][CH:9]=[CH:8]2)=[O:4].[Cl:15][C:16]1[N:21]=[N:20][C:19](/[N:22]=[CH:23]/N(C)C)=[CH:18][CH:17]=1.CN(C=O)C. No catalyst specified. The product is [Cl:15][C:16]1[CH:17]=[CH:18][C:19]2[N:20]([C:2]([C:3]([C:5]3[CH:6]=[C:7]4[C:12](=[CH:13][CH:14]=3)[N:11]=[CH:10][CH:9]=[CH:8]4)=[O:4])=[CH:23][N:22]=2)[N:21]=1. The yield is 0.610. (3) The reactants are Br[C:2]1[C:10]2[S:9][C:8]([NH:11][C:12]([C:14]3[S:15][C:16]([CH3:19])=[CH:17][CH:18]=3)=[O:13])=[N:7][C:6]=2[C:5]([O:20][CH3:21])=[CH:4][CH:3]=1.[N:22]1[CH:27]=[CH:26][C:25](B(O)O)=[CH:24][CH:23]=1. No catalyst specified. The product is [CH3:21][O:20][C:5]1[C:6]2[N:7]=[C:8]([NH:11][C:12]([C:14]3[S:15][C:16]([CH3:19])=[CH:17][CH:18]=3)=[O:13])[S:9][C:10]=2[C:2]([C:24]2[CH:23]=[N:22][CH:27]=[CH:26][CH:25]=2)=[CH:3][CH:4]=1. The yield is 0.0800. (4) The reactants are [CH3:1][CH:2]([CH3:5])[CH2:3][SH:4].F[C:7]1[CH:8]=[C:9]([CH3:16])[CH:10]=[CH:11][C:12]=1[N+:13]([O-:15])=[O:14].[CH2:17]([S:21][C:22]1[CH:28]=[C:27]([CH3:29])[CH:26]=[CH:25][C:23]=1[NH2:24])[CH:18]([CH3:20])[CH3:19].[NH2:30][C:31]1SC=[CH:34][N:35]=1. No catalyst specified. The product is [CH2:3]([S:4][C:7]1[CH:8]=[C:9]([CH3:16])[CH:10]=[CH:11][C:12]=1[N+:13]([O-:15])=[O:14])[CH:2]([CH3:5])[CH3:1].[CH2:17]([S:21][C:22]1[CH:28]=[C:27]([CH3:29])[CH:26]=[CH:25][C:23]=1[NH:24][C:34]([NH:35][C:31]1[S:4][CH:3]=[CH:2][N:30]=1)=[O:14])[CH:18]([CH3:20])[CH3:19]. The yield is 0.670. (5) The reactants are [C:1]1([CH3:22])[CH:6]=[CH:5][C:4]([N:7]2[CH2:13][C:12]3[CH:14]=[CH:15][C:16]([C:18](OC)=[O:19])=[CH:17][C:11]=3[O:10][CH2:9][CH2:8]2)=[CH:3][CH:2]=1.[NH2:23][OH:24].[OH-].[Na+]. The catalyst is C1COCC1.CO. The product is [OH:24][NH:23][C:18]([C:16]1[CH:15]=[CH:14][C:12]2[CH2:13][N:7]([C:4]3[CH:5]=[CH:6][C:1]([CH3:22])=[CH:2][CH:3]=3)[CH2:8][CH2:9][O:10][C:11]=2[CH:17]=1)=[O:19]. The yield is 0.260. (6) The reactants are N#N.Br[C:4]1[C:5]([NH:11][C:12]2[CH:22]=[CH:21][CH:20]=[CH:19][C:13]=2[C:14]([NH:16][O:17][CH3:18])=[O:15])=[CH:6][C:7]([Cl:10])=[N:8][CH:9]=1.[CH:23]1(B(O)O)[CH2:25][CH2:24]1.[Na+].[Br-].[F-].[K+]. The product is [Cl:10][C:7]1[CH:6]=[C:5]([NH:11][C:12]2[CH:22]=[CH:21][CH:20]=[CH:19][C:13]=2[C:14]([NH:16][O:17][CH3:18])=[O:15])[C:4]([CH:23]2[CH2:25][CH2:24]2)=[CH:9][N:8]=1. The catalyst is O.C1C=CC([P]([Pd]([P](C2C=CC=CC=2)(C2C=CC=CC=2)C2C=CC=CC=2)([P](C2C=CC=CC=2)(C2C=CC=CC=2)C2C=CC=CC=2)[P](C2C=CC=CC=2)(C2C=CC=CC=2)C2C=CC=CC=2)(C2C=CC=CC=2)C2C=CC=CC=2)=CC=1.C1(C)C=CC=CC=1. The yield is 0.530.